This data is from Full USPTO retrosynthesis dataset with 1.9M reactions from patents (1976-2016). The task is: Predict the reactants needed to synthesize the given product. Given the product [C:11]([C:9]1[C:36]([OH:37])=[C:7]([CH2:8][N:23]([CH2:16][C:17]2[CH:18]=[CH:19][CH:20]=[CH:21][CH:22]=2)[CH2:24][CH2:25][N:26]([CH2:6][C:7]2[CH:8]=[C:9]([C:11]([CH3:12])([CH3:13])[CH3:14])[CH:10]=[C:5]([C:1]([CH3:2])([CH3:3])[CH3:4])[C:34]=2[OH:35])[CH2:27][C:28]2[CH:33]=[CH:32][CH:31]=[CH:30][CH:29]=2)[CH:6]=[C:5]([C:1]([CH3:4])([CH3:3])[CH3:2])[CH:10]=1)([CH3:14])([CH3:12])[CH3:13], predict the reactants needed to synthesize it. The reactants are: [C:1]([C:5]1[CH:10]=[C:9]([C:11]([CH3:14])([CH3:13])[CH3:12])[CH:8]=[CH:7][C:6]=1O)([CH3:4])([CH3:3])[CH3:2].[CH2:16]([NH:23][CH2:24][CH2:25][NH:26][CH2:27][C:28]1[CH:33]=[CH:32][CH:31]=[CH:30][CH:29]=1)[C:17]1[CH:22]=[CH:21][CH:20]=[CH:19][CH:18]=1.[CH2:34]=[O:35].[CH3:36][OH:37].